From a dataset of Peptide-MHC class I binding affinity with 185,985 pairs from IEDB/IMGT. Regression. Given a peptide amino acid sequence and an MHC pseudo amino acid sequence, predict their binding affinity value. This is MHC class I binding data. (1) The peptide sequence is KYQSPVNIF. The MHC is HLA-A26:01 with pseudo-sequence HLA-A26:01. The binding affinity (normalized) is 0.0847. (2) The peptide sequence is YLIKQILFV. The MHC is HLA-A02:03 with pseudo-sequence HLA-A02:03. The binding affinity (normalized) is 0.802. (3) The binding affinity (normalized) is 0.800. The peptide sequence is KLWTSISCA. The MHC is HLA-A02:01 with pseudo-sequence HLA-A02:01. (4) The peptide sequence is IPPTAGILA. The MHC is HLA-B51:01 with pseudo-sequence HLA-B51:01. The binding affinity (normalized) is 0.203. (5) The peptide sequence is KTDAATLAQ. The MHC is HLA-B07:02 with pseudo-sequence HLA-B07:02. The binding affinity (normalized) is 0.